Dataset: Catalyst prediction with 721,799 reactions and 888 catalyst types from USPTO. Task: Predict which catalyst facilitates the given reaction. (1) The catalyst class is: 5. Product: [CH3:15][O:16][C:2]1[N:9]=[C:8]([CH3:10])[CH:7]=[C:6]([C:11]([F:14])([F:13])[F:12])[C:3]=1[C:4]#[N:5]. Reactant: Cl[C:2]1[N:9]=[C:8]([CH3:10])[CH:7]=[C:6]([C:11]([F:14])([F:13])[F:12])[C:3]=1[C:4]#[N:5].[CH3:15][O-:16].[Na+]. (2) Reactant: Cl[S:2]([C:5]1[CH:6]=[CH:7][C:8]([OH:14])=[C:9]([CH:13]=1)[C:10]([OH:12])=[O:11])(=[O:4])=[O:3].[NH:15]1[CH2:19][CH2:18][CH2:17][CH2:16]1.Cl. Product: [OH:14][C:8]1[CH:7]=[CH:6][C:5]([S:2]([N:15]2[CH2:19][CH2:18][CH2:17][CH2:16]2)(=[O:4])=[O:3])=[CH:13][C:9]=1[C:10]([OH:12])=[O:11]. The catalyst class is: 7.